This data is from Forward reaction prediction with 1.9M reactions from USPTO patents (1976-2016). The task is: Predict the product of the given reaction. (1) Given the reactants [CH2:1]([C:3]1[C:15]([OH:16])=[C:14]([CH2:17][CH3:18])[CH:13]=[C:12]2[C:4]=1[C:5](=O)[CH2:6][C:7]1([O:11]2)[CH2:10][CH2:9][CH2:8]1)[CH3:2].Cl.[CH3:21][O:22][NH2:23].C([O-])(=O)C.[Na+], predict the reaction product. The product is: [CH3:21][O:22]/[N:23]=[C:5]1\[CH2:6][C:7]2([O:11][C:12]3[C:4]\1=[C:3]([CH2:1][CH3:2])[C:15]([OH:16])=[C:14]([CH2:17][CH3:18])[CH:13]=3)[CH2:10][CH2:9][CH2:8]2. (2) Given the reactants Br[CH2:2][CH2:3][CH2:4][O:5][C:6]1[CH:7]=[C:8]2[C:13](=[CH:14][C:15]=1[O:16][CH3:17])[N:12]=[CH:11][N:10]=[C:9]2[O:18][C:19]1[C:20]([F:29])=[C:21]2[C:25](=[CH:26][CH:27]=1)[NH:24][C:23]([CH3:28])=[CH:22]2.[CH3:30][S:31]([N:34]1[CH2:39][CH2:38][NH:37][CH2:36][CH2:35]1)(=[O:33])=[O:32], predict the reaction product. The product is: [F:29][C:20]1[C:19]([O:18][C:9]2[C:8]3[C:13](=[CH:14][C:15]([O:16][CH3:17])=[C:6]([O:5][CH2:4][CH2:3][CH2:2][N:37]4[CH2:38][CH2:39][N:34]([S:31]([CH3:30])(=[O:33])=[O:32])[CH2:35][CH2:36]4)[CH:7]=3)[N:12]=[CH:11][N:10]=2)=[CH:27][CH:26]=[C:25]2[C:21]=1[CH:22]=[C:23]([CH3:28])[NH:24]2. (3) Given the reactants [C:1]([O:5][C:6](=[O:45])[NH:7][C:8]1[CH:13]=[CH:12][CH:11]=[C:10]([O:14][CH2:15][CH2:16][CH2:17][N:18]([CH2:33][C:34]2[CH:39]=[CH:38][CH:37]=[C:36]([C:40]([F:43])([F:42])[F:41])[C:35]=2[Cl:44])[CH2:19][CH:20]([C:27]2[CH:32]=[CH:31][CH:30]=[CH:29][CH:28]=2)[C:21]2[CH:26]=[CH:25][CH:24]=[CH:23][CH:22]=2)[CH:9]=1)([CH3:4])([CH3:3])[CH3:2].[H-].[Na+].[CH3:48]I.O, predict the reaction product. The product is: [C:1]([O:5][C:6](=[O:45])[N:7]([C:8]1[CH:13]=[CH:12][CH:11]=[C:10]([O:14][CH2:15][CH2:16][CH2:17][N:18]([CH2:33][C:34]2[CH:39]=[CH:38][CH:37]=[C:36]([C:40]([F:42])([F:43])[F:41])[C:35]=2[Cl:44])[CH2:19][CH:20]([C:27]2[CH:28]=[CH:29][CH:30]=[CH:31][CH:32]=2)[C:21]2[CH:26]=[CH:25][CH:24]=[CH:23][CH:22]=2)[CH:9]=1)[CH3:48])([CH3:4])([CH3:2])[CH3:3]. (4) Given the reactants [C:1](=O)([O-])[O-].[K+].[K+].IC.[OH:9][C:10]1[CH:23]=[CH:22][C:13]2[C:14]([C:17]([O:19][CH2:20][CH3:21])=[O:18])=[N:15][O:16][C:12]=2[CH:11]=1, predict the reaction product. The product is: [CH3:1][O:9][C:10]1[CH:23]=[CH:22][C:13]2[C:14]([C:17]([O:19][CH2:20][CH3:21])=[O:18])=[N:15][O:16][C:12]=2[CH:11]=1. (5) The product is: [CH2:1]([O:5][C:6]1[C:11]([F:12])=[C:10]([N:17]2[CH2:18][CH:19]([CH3:21])[CH2:20][CH:15]([CH3:14])[CH2:16]2)[N:9]=[CH:8][N:7]=1)[C:2]#[C:3][CH3:4]. Given the reactants [CH2:1]([O:5][C:6]1[C:11]([F:12])=[C:10](Cl)[N:9]=[CH:8][N:7]=1)[C:2]#[C:3][CH3:4].[CH3:14][CH:15]1[CH2:20][CH:19]([CH3:21])[CH2:18][NH:17][CH2:16]1, predict the reaction product. (6) Given the reactants B1(C=C)OB([CH:7]=[CH2:8])OB(C=C)O1.C1C=CN=CC=1.Br[C:20]1[C:21]([C:35]([NH:37][CH:38]2[CH2:42][CH2:41][CH2:40][CH2:39]2)=[O:36])=[N:22][O:23][C:24]=1[C:25]1[CH:30]=[CH:29][C:28]([C:31]([F:34])([F:33])[F:32])=[CH:27][CH:26]=1.C(=O)([O-])[O-].[K+].[K+], predict the reaction product. The product is: [CH:38]1([NH:37][C:35]([C:21]2[C:20]([CH:7]=[CH2:8])=[C:24]([C:25]3[CH:30]=[CH:29][C:28]([C:31]([F:34])([F:33])[F:32])=[CH:27][CH:26]=3)[O:23][N:22]=2)=[O:36])[CH2:42][CH2:41][CH2:40][CH2:39]1. (7) Given the reactants C(OC([N:8]1[CH2:13][CH2:12][N:11]([CH3:14])[CH:10]([C:15]2[CH:20]=[CH:19][CH:18]=[CH:17][CH:16]=2)[CH2:9]1)=O)(C)(C)C.[ClH:21], predict the reaction product. The product is: [ClH:21].[ClH:21].[CH3:14][N:11]1[CH2:12][CH2:13][NH:8][CH2:9][CH:10]1[C:15]1[CH:16]=[CH:17][CH:18]=[CH:19][CH:20]=1. (8) Given the reactants [CH3:1][O:2][C:3]1[CH:56]=[CH:55][C:6]([CH2:7][N:8]2[C:12]3=[N:13][CH:14]=[CH:15][C:16]([O:17][C:18]4[CH:23]=[CH:22][C:21]([NH:24][C:25]([C:27]5[C:32](=[O:33])[N:31]([C:34]6[CH:39]=[CH:38][C:37]([F:40])=[CH:36][CH:35]=6)[N:30]=[CH:29][CH:28]=5)=[O:26])=[CH:20][C:19]=4[F:41])=[C:11]3[C:10]([NH:42][CH:43]3[CH2:47][CH2:46][N:45](C(OC(C)(C)C)=O)[CH2:44]3)=[N:9]2)=[CH:5][CH:4]=1.FC(F)(F)C(O)=O, predict the reaction product. The product is: [F:41][C:19]1[CH:20]=[C:21]([NH:24][C:25]([C:27]2[C:32](=[O:33])[N:31]([C:34]3[CH:35]=[CH:36][C:37]([F:40])=[CH:38][CH:39]=3)[N:30]=[CH:29][CH:28]=2)=[O:26])[CH:22]=[CH:23][C:18]=1[O:17][C:16]1[CH:15]=[CH:14][N:13]=[C:12]2[N:8]([CH2:7][C:6]3[CH:55]=[CH:56][C:3]([O:2][CH3:1])=[CH:4][CH:5]=3)[N:9]=[C:10]([NH:42][CH:43]3[CH2:47][CH2:46][NH:45][CH2:44]3)[C:11]=12.